This data is from Reaction yield outcomes from USPTO patents with 853,638 reactions. The task is: Predict the reaction yield, written as a fraction of the theoretical maximum amount of product (1.0 means a 100% yield; for example, 0.34 means a 34% yield). (1) The reactants are C([N:8]1[CH2:14][C:13]2[N:15]=[CH:16][C:17]([N:19]([CH3:23])[CH:20]([CH3:22])[CH3:21])=[N:18][C:12]=2[O:11][C@@H:10]([CH2:24][O:25][CH3:26])[CH2:9]1)C1C=CC=CC=1.C(OCC)(=O)C.[ClH:33]. The catalyst is CO.[OH-].[OH-].[Pd+2]. The product is [ClH:33].[CH3:26][O:25][CH2:24][C@H:10]1[CH2:9][NH:8][CH2:14][C:13]2[N:15]=[CH:16][C:17]([N:19]([CH3:23])[CH:20]([CH3:21])[CH3:22])=[N:18][C:12]=2[O:11]1. The yield is 0.610. (2) The reactants are [Cl:1][C:2]1[C:3]([C:10]([OH:12])=[O:11])=[N:4][N:5]([CH3:9])[C:6](=[O:8])[CH:7]=1.Cl.[CH3:14]COC(C)=O. The catalyst is CO. The product is [Cl:1][C:2]1[C:3]([C:10]([O:12][CH3:14])=[O:11])=[N:4][N:5]([CH3:9])[C:6](=[O:8])[CH:7]=1. The yield is 0.170.